Dataset: Reaction yield outcomes from USPTO patents with 853,638 reactions. Task: Predict the reaction yield, written as a fraction of the theoretical maximum amount of product (1.0 means a 100% yield; for example, 0.34 means a 34% yield). (1) The reactants are [H-].[H-].[H-].[H-].[Li+].[Al+3].F[C:8]1[CH:13]=[CH:12][CH:11]=[CH:10][C:9]=1[C:14]1([C:20]#[N:21])[CH2:19][CH2:18]OC[CH2:15]1.[C@H](O)(C([O-])=O)[C@@H](O)C([O-])=O.[Na+].[K+]. The catalyst is C(COC)OC. The product is [NH:21]1[C:8]2[C:9](=[CH:10][CH:11]=[CH:12][CH:13]=2)[C:14]2([CH2:15][CH2:18][CH2:19]2)[CH2:20]1. The yield is 0.100. (2) The reactants are [CH:1]([O:4][C:5]1[CH:6]=[C:7]([CH:11]=[CH:12][CH:13]=1)[C:8]([OH:10])=O)([CH3:3])[CH3:2].CN(C=O)C.C(Cl)(=O)C(Cl)=O.[NH2:25][C:26]1[CH:31]=[CH:30][C:29]([Br:32])=[CH:28][C:27]=1[C:33]1[NH:37][C:36](=[O:38])[O:35][N:34]=1. The catalyst is C(Cl)Cl.N1C=CC=CC=1. The product is [Br:32][C:29]1[CH:30]=[CH:31][C:26]([NH:25][C:8](=[O:10])[C:7]2[CH:11]=[CH:12][CH:13]=[C:5]([O:4][CH:1]([CH3:2])[CH3:3])[CH:6]=2)=[C:27]([C:33]2[NH:37][C:36](=[O:38])[O:35][N:34]=2)[CH:28]=1. The yield is 0.310.